From a dataset of Full USPTO retrosynthesis dataset with 1.9M reactions from patents (1976-2016). Predict the reactants needed to synthesize the given product. (1) Given the product [CH:27]([C:30]1[N:31]=[C:32]([C:35]2[CH:44]=[C:43]([O:1][CH2:2][CH2:3][C@@H:4]3[NH:18][C:17](=[O:19])[N:16]([CH3:20])[CH2:15][CH2:14][CH2:13][CH2:12][CH:11]=[CH:10][C@H:9]4[C@@:7]([C:21]([O:23][CH2:24][CH3:25])=[O:22])([CH2:8]4)[NH:6][C:5]3=[O:26])[C:42]3[C:37](=[C:38]([Cl:48])[C:39]([O:46][CH3:47])=[CH:40][CH:41]=3)[N:36]=2)[S:33][CH:34]=1)([CH3:29])[CH3:28], predict the reactants needed to synthesize it. The reactants are: [OH:1][CH2:2][CH2:3][C@@H:4]1[NH:18][C:17](=[O:19])[N:16]([CH3:20])[CH2:15][CH2:14][CH2:13][CH2:12][CH:11]=[CH:10][C@H:9]2[C@@:7]([C:21]([O:23][CH2:24][CH3:25])=[O:22])([CH2:8]2)[NH:6][C:5]1=[O:26].[CH:27]([C:30]1[N:31]=[C:32]([C:35]2[CH:44]=[C:43](O)[C:42]3[C:37](=[C:38]([Cl:48])[C:39]([O:46][CH3:47])=[CH:40][CH:41]=3)[N:36]=2)[S:33][CH:34]=1)([CH3:29])[CH3:28].C(C1N=C(C2C=C(OCC[C@@H]3NC(=O)N(C)CCCCC=C[C@H]4[C@@](C(OCC)=O)(C4)NC3=O)C3C(=C(C)C(OC)=CC=3)N=2)SC=1)(C)C. (2) Given the product [CH3:9][N:6]1[CH:7]=[CH:8][C:4]([C:1](=[O:3])[CH2:2][C:20](=[O:25])[C:21]([O:23][CH3:24])=[O:22])=[CH:5]1, predict the reactants needed to synthesize it. The reactants are: [C:1]([C:4]1[CH:8]=[CH:7][N:6]([CH3:9])[CH:5]=1)(=[O:3])[CH3:2].C[Si]([N-][Si](C)(C)C)(C)C.[Li+].[C:20](OC)(=[O:25])[C:21]([O:23][CH3:24])=[O:22]. (3) Given the product [O:12]1[C:13]2[C:21](=[CH:20][CH:19]=[CH:15][CH:14]=2)[CH:23]=[CH:9][CH2:10]1, predict the reactants needed to synthesize it. The reactants are: C(N(CC)CC)C.Br[C:9]([CH3:23])(C)[C:10]([O:12][C:13]1[CH:14]=[C:15]([CH:19]=[CH:20][CH:21]=1)C(Cl)=O)=O.